From a dataset of Reaction yield outcomes from USPTO patents with 853,638 reactions. Predict the reaction yield, written as a fraction of the theoretical maximum amount of product (1.0 means a 100% yield; for example, 0.34 means a 34% yield). (1) The reactants are FC(F)(F)S(O[C:7]1[CH:12]=[C:11]([CH:13]2[CH2:15][CH2:14]2)[N:10]=[C:9]([C:16]2[S:17][C:18]([S:21](=[O:28])(=[O:27])[NH:22][C:23]([CH3:26])([CH3:25])[CH3:24])=[CH:19][CH:20]=2)[N:8]=1)(=O)=O.[NH2:31][C:32]1[N:36](C(OC(C)(C)C)=O)[N:35]=[C:34]([CH:44]2[CH2:46][CH2:45]2)[CH:33]=1.C1C=CC(P(C2C=CC=CC=2)C2C=CC=CC=2)=CC=1.C([O-])([O-])=O.[K+].[K+]. The catalyst is O1CCOCC1. The product is [C:23]([NH:22][S:21]([C:18]1[S:17][C:16]([C:9]2[N:10]=[C:11]([CH:13]3[CH2:15][CH2:14]3)[CH:12]=[C:7]([NH:31][C:32]3[NH:36][N:35]=[C:34]([CH:44]4[CH2:46][CH2:45]4)[CH:33]=3)[N:8]=2)=[CH:20][CH:19]=1)(=[O:27])=[O:28])([CH3:26])([CH3:25])[CH3:24]. The yield is 0.270. (2) The reactants are [CH:1]1([C:4]2[N:31]=[C:7]3[NH:8][C:9](=[O:30])[C:10]([CH2:15][C:16]4[CH:21]=[CH:20][C:19]([C:22]5[C:23]([C:28]#[N:29])=[CH:24][CH:25]=[CH:26][CH:27]=5)=[CH:18][CH:17]=4)=[C:11]([CH2:12][CH2:13][CH3:14])[N:6]3[N:5]=2)[CH2:3][CH2:2]1.CI.[C:34](=O)([O-])[O-].[K+].[K+].CN(C)C=O. The catalyst is C(OCC)(=O)C. The product is [CH:1]1([C:4]2[N:31]=[C:7]3[N:8]([CH3:34])[C:9](=[O:30])[C:10]([CH2:15][C:16]4[CH:21]=[CH:20][C:19]([C:22]5[C:23]([C:28]#[N:29])=[CH:24][CH:25]=[CH:26][CH:27]=5)=[CH:18][CH:17]=4)=[C:11]([CH2:12][CH2:13][CH3:14])[N:6]3[N:5]=2)[CH2:2][CH2:3]1. The yield is 1.00. (3) The yield is 1.00. The reactants are Br[CH2:2][C:3]([C:5]1[CH:10]=[CH:9][C:8]([C:11]([F:14])([F:13])[F:12])=[CH:7][CH:6]=1)=O.[NH2:15][C:16]([NH2:18])=[S:17]. The product is [F:12][C:11]([F:14])([F:13])[C:8]1[CH:9]=[CH:10][C:5]([C:3]2[N:15]=[C:16]([NH2:18])[S:17][CH:2]=2)=[CH:6][CH:7]=1. The catalyst is CC(C)=O. (4) The reactants are [F:1][C:2]1[CH:7]=[CH:6][CH:5]=[C:4]([N+:8]([O-])=O)[C:3]=1[C:11]1[CH:16]=[CH:15][CH:14]=[CH:13][C:12]=1[F:17].C1(P(C2C=CC=CC=2)C2C=CC=CC=2)C=CC=CC=1. The yield is 0.440. The product is [F:1][C:2]1[C:3]2[C:11]3[C:16](=[CH:15][CH:14]=[CH:13][C:12]=3[F:17])[NH:8][C:4]=2[CH:5]=[CH:6][CH:7]=1. The catalyst is ClC1C=CC=CC=1Cl. (5) The product is [CH3:15][C:12]1([CH3:14])[C:11]([CH3:16])([CH3:17])[O:10][B:9]([C:25]2[CH:26]=[C:27]3[C:31](=[CH:32][CH:33]=2)[C:30](=[O:34])[NH:29][CH2:28]3)[O:13]1. The catalyst is C1C=CC(P(C2C=CC=CC=2)[C-]2C=CC=C2)=CC=1.C1C=CC(P(C2C=CC=CC=2)[C-]2C=CC=C2)=CC=1.Cl[Pd]Cl.[Fe+2].CN(C=O)C. The yield is 0.140. The reactants are [CH3:16][C:11]1([CH3:17])[C:12]([CH3:15])([CH3:14])[O:13][B:9]([B:9]2[O:13][C:12]([CH3:15])([CH3:14])[C:11]([CH3:17])([CH3:16])[O:10]2)[O:10]1.CC([O-])=O.[K+].Br[C:25]1[CH:26]=[C:27]2[C:31](=[CH:32][CH:33]=1)[C:30](=[O:34])[NH:29][CH2:28]2. (6) The reactants are [NH2:1][CH:2]1[CH2:7][CH2:6][CH2:5][N:4]([C:8]2[N:13]=[CH:12][C:11]([NH:14][C:15]3[C:24]4[C:19](=[CH:20][CH:21]=[C:22]([C:25]5[CH:30]=[C:29]([F:31])[C:28]([OH:32])=[C:27]([Cl:33])[CH:26]=5)[CH:23]=4)[N:18]=[CH:17][C:16]=3[C:34]([CH:36]3[CH2:38][CH2:37]3)=[O:35])=[CH:10][CH:9]=2)[CH2:3]1.Cl. The catalyst is CO.C(OCC)C. The product is [ClH:33].[NH2:1][CH:2]1[CH2:7][CH2:6][CH2:5][N:4]([C:8]2[N:13]=[CH:12][C:11]([NH:14][C:15]3[C:24]4[C:19](=[CH:20][CH:21]=[C:22]([C:25]5[CH:30]=[C:29]([F:31])[C:28]([OH:32])=[C:27]([Cl:33])[CH:26]=5)[CH:23]=4)[N:18]=[CH:17][C:16]=3[C:34]([CH:36]3[CH2:38][CH2:37]3)=[O:35])=[CH:10][CH:9]=2)[CH2:3]1. The yield is 0.800. (7) The reactants are [N+:1]([C:4]1[C:5]([N:11]2[CH2:16][CH2:15][CH2:14][CH2:13][CH2:12]2)=[N:6][CH:7]=[CH:8][C:9]=1[NH2:10])([O-])=O. The catalyst is CO.[Pd]. The product is [N:11]1([C:5]2[C:4]([NH2:1])=[C:9]([NH2:10])[CH:8]=[CH:7][N:6]=2)[CH2:12][CH2:13][CH2:14][CH2:15][CH2:16]1. The yield is 0.785. (8) The reactants are [CH2:1]([C:3]1[CH:11]=[CH:10][C:9]2[NH:8][C:7]3[CH2:12][CH2:13][N:14]([CH3:16])[CH2:15][C:6]=3[C:5]=2[CH:4]=1)[CH3:2].[OH-].[K+].[CH3:19][C:20]1[CH:25]=[CH:24][C:23]([CH:26]=[CH2:27])=[CH:22][N:21]=1. The catalyst is CN1CCCC1=O.O. The product is [CH2:1]([C:3]1[CH:11]=[CH:10][C:9]2[N:8]([CH2:27][CH2:26][C:23]3[CH:22]=[N:21][C:20]([CH3:19])=[CH:25][CH:24]=3)[C:7]3[CH2:12][CH2:13][N:14]([CH3:16])[CH2:15][C:6]=3[C:5]=2[CH:4]=1)[CH3:2]. The yield is 0.200. (9) The reactants are [CH2:1]([NH:3][CH2:4][CH2:5][OH:6])[CH3:2].Cl[CH2:8][CH2:9][CH2:10][O:11][C:12]1[CH:21]=[C:20]2[C:15]([C:16]([NH:22][C:23]3[CH:27]=[C:26]([CH2:28][C:29]([NH:31][C:32]4[CH:37]=[CH:36][CH:35]=[C:34]([F:38])[CH:33]=4)=[O:30])[NH:25][N:24]=3)=[N:17][CH:18]=[N:19]2)=[CH:14][C:13]=1[F:39]. No catalyst specified. The product is [CH2:1]([N:3]([CH2:4][CH2:5][OH:6])[CH2:8][CH2:9][CH2:10][O:11][C:12]1[CH:21]=[C:20]2[C:15]([C:16]([NH:22][C:23]3[CH:27]=[C:26]([CH2:28][C:29]([NH:31][C:32]4[CH:37]=[CH:36][CH:35]=[C:34]([F:38])[CH:33]=4)=[O:30])[NH:25][N:24]=3)=[N:17][CH:18]=[N:19]2)=[CH:14][C:13]=1[F:39])[CH3:2]. The yield is 0.730. (10) The reactants are [CH2:1]([O:8][C:9](=[O:17])[CH2:10][CH2:11][CH2:12][C:13](=O)[CH2:14]Br)[C:2]1[CH:7]=[CH:6][CH:5]=[CH:4][CH:3]=1.[C:18]([NH:25][C:26]([NH2:28])=[NH:27])([O:20][C:21]([CH3:24])([CH3:23])[CH3:22])=[O:19]. The catalyst is CN(C=O)C. The product is [C:21]([O:20][C:18]([N:25]1[CH:14]=[C:13]([CH2:12][CH2:11][CH2:10][C:9]([O:8][CH2:1][C:2]2[CH:7]=[CH:6][CH:5]=[CH:4][CH:3]=2)=[O:17])[N:27]=[C:26]1[NH2:28])=[O:19])([CH3:24])([CH3:22])[CH3:23]. The yield is 0.660.